Task: Regression. Given a peptide amino acid sequence and an MHC pseudo amino acid sequence, predict their binding affinity value. This is MHC class I binding data.. Dataset: Peptide-MHC class I binding affinity with 185,985 pairs from IEDB/IMGT The peptide sequence is KEKAPDVGVL. The MHC is HLA-B18:01 with pseudo-sequence HLA-B18:01. The binding affinity (normalized) is 0.